The task is: Predict the reactants needed to synthesize the given product.. This data is from Full USPTO retrosynthesis dataset with 1.9M reactions from patents (1976-2016). (1) Given the product [CH3:15][C:4]1[CH:14]=[CH:13][C:7]2[NH:8][S:9](=[O:12])(=[O:11])[O:10][C:6]=2[CH:5]=1, predict the reactants needed to synthesize it. The reactants are: [N+]([C:4]1[CH:14]=[CH:13][C:7]2[NH:8][S:9](=[O:12])(=[O:11])[O:10][C:6]=2[CH:5]=1)([O-])=O.[CH3:15]O. (2) Given the product [CH3:5][C:6]1[CH2:11][CH2:10][C@@H:9]([C:12]([CH3:14])=[CH2:13])[CH2:8][CH:7]=1, predict the reactants needed to synthesize it. The reactants are: [Cl-].[Al+3].[Cl-].[Cl-].[CH3:5][C:6]1[CH:11]2[C:12]([CH3:14])([CH3:13])[CH:9]([CH2:10]2)[CH2:8][CH:7]=1.C=CC1C=CC=CC=1. (3) Given the product [Br:1][CH2:2][CH2:3][CH2:4][CH2:5][CH2:6][C:7]([O:9][CH3:10])=[O:8], predict the reactants needed to synthesize it. The reactants are: [Br:1][CH2:2][CH2:3][CH2:4][CH2:5][CH2:6][C:7]([O-:9])=[O:8].[CH3:10]O. (4) Given the product [OH:17][C:13]1[C:14]([CH3:16])=[C:15]2[C:10](=[C:11]([CH3:19])[C:12]=1[CH3:18])[S:9][C:5]1([CH2:6][CH2:7][CH2:8]1)[CH2:4][C:3]2=[O:2], predict the reactants needed to synthesize it. The reactants are: C[O:2][C:3](=O)[CH2:4][C:5]1([S:9][C:10]2[CH:15]=[C:14]([CH3:16])[C:13]([OH:17])=[C:12]([CH3:18])[C:11]=2[CH3:19])[CH2:8][CH2:7][CH2:6]1.O.Cl. (5) Given the product [CH3:1][S:2][C:3]1[CH:12]=[CH:11][C:6]([CH2:7][OH:8])=[CH:5][C:4]=1[C:13]([F:14])([F:15])[F:16], predict the reactants needed to synthesize it. The reactants are: [CH3:1][S:2][C:3]1[CH:12]=[CH:11][C:6]([C:7](OC)=[O:8])=[CH:5][C:4]=1[C:13]([F:16])([F:15])[F:14].[H-].[Al+3].[Li+].[H-].[H-].[H-].O.O.O.O.O.O.O.O.O.O.S([O-])([O-])(=O)=O.[Na+].[Na+]. (6) Given the product [O:2]1[CH2:12][CH2:13][O:14][CH:1]1[C:3]1[S:7][C:6]([C:8]([OH:10])=[O:9])=[CH:5][C:4]=1[CH3:11], predict the reactants needed to synthesize it. The reactants are: [CH:1]([C:3]1[S:7][C:6]([C:8]([OH:10])=[O:9])=[CH:5][C:4]=1[CH3:11])=[O:2].[CH2:12](O)[CH2:13][OH:14]. (7) The reactants are: [Cl:1][C:2]1[CH:10]=[CH:9][C:5]([C:6]([OH:8])=[O:7])=[C:4]([CH3:11])[CH:3]=1.S(=O)(=O)(O)O.[CH3:17]O. Given the product [Cl:1][C:2]1[CH:10]=[CH:9][C:5]([C:6]([O:8][CH3:17])=[O:7])=[C:4]([CH3:11])[CH:3]=1, predict the reactants needed to synthesize it. (8) Given the product [Br:15][C:16]1[CH:17]=[CH:18][C:19]2[N:20]([C:2]3[C:7]4[S:8][C:9]5[CH:14]=[CH:13][CH:12]=[CH:11][C:10]=5[C:6]=4[CH:5]=[CH:4][CH:3]=3)[C:21]3[C:26]([C:27]=2[CH:28]=1)=[CH:25][CH:24]=[CH:23][CH:22]=3, predict the reactants needed to synthesize it. The reactants are: I[C:2]1[C:7]2[S:8][C:9]3[CH:14]=[CH:13][CH:12]=[CH:11][C:10]=3[C:6]=2[CH:5]=[CH:4][CH:3]=1.[Br:15][C:16]1[CH:17]=[CH:18][C:19]2[NH:20][C:21]3[C:26]([C:27]=2[CH:28]=1)=[CH:25][CH:24]=[CH:23][CH:22]=3.C([O-])([O-])=O.[K+].[K+].